This data is from Forward reaction prediction with 1.9M reactions from USPTO patents (1976-2016). The task is: Predict the product of the given reaction. (1) Given the reactants [OH:1][C:2]1[CH:3]=[C:4]2[C:9](=[C:10]([CH3:13])[C:11]=1[CH3:12])[O:8][C:7]([CH2:15][CH2:16][C:17]([OH:19])=O)([CH3:14])[CH2:6][CH2:5]2.[O:20]1[CH:25]=[CH:24][CH2:23][CH2:22][CH2:21]1.C1(C)C=CC(S([O-])(=O)=O)=CC=1.[NH+]1C=CC=CC=1, predict the reaction product. The product is: [CH3:14][C:7]1([CH2:15][CH2:16][CH2:17][OH:19])[CH2:6][CH2:5][C:4]2[C:9](=[C:10]([CH3:13])[C:11]([CH3:12])=[C:2]([O:1][CH:21]3[CH2:22][CH2:23][CH2:24][CH2:25][O:20]3)[CH:3]=2)[O:8]1. (2) Given the reactants [C:1]([O:9][CH2:10][CH2:11][O:12][C:13]1[CH:18]=[C:17]([CH3:19])[C:16]([C:20]2[CH:25]=[CH:24][CH:23]=[C:22]([CH:26]=[O:27])[C:21]=2[CH3:28])=[C:15]([CH3:29])[CH:14]=1)(=[O:8])[C:2]1[CH:7]=[CH:6][CH:5]=[CH:4][CH:3]=1.CO.[BH4-].[Na+], predict the reaction product. The product is: [C:1]([O:9][CH2:10][CH2:11][O:12][C:13]1[CH:14]=[C:15]([CH3:29])[C:16]([C:20]2[CH:25]=[CH:24][CH:23]=[C:22]([CH2:26][OH:27])[C:21]=2[CH3:28])=[C:17]([CH3:19])[CH:18]=1)(=[O:8])[C:2]1[CH:3]=[CH:4][CH:5]=[CH:6][CH:7]=1. (3) Given the reactants F[C:2]1[CH:9]=[CH:8][CH:7]=[CH:6][C:3]=1[C:4]#[N:5].[OH:10][C:11]1[CH:16]=[CH:15][C:14]([CH2:17][NH:18][C:19](=[O:27])[C:20]2[CH:25]=[CH:24][CH:23]=[N:22][C:21]=2[NH2:26])=[CH:13][CH:12]=1.C(=O)([O-])[O-].[Cs+].[Cs+].Cl, predict the reaction product. The product is: [C:4]([C:3]1[CH:6]=[CH:7][CH:8]=[CH:9][C:2]=1[O:10][C:11]1[CH:12]=[CH:13][C:14]([CH2:17][NH:18][C:19](=[O:27])[C:20]2[CH:25]=[CH:24][CH:23]=[N:22][C:21]=2[NH2:26])=[CH:15][CH:16]=1)#[N:5]. (4) Given the reactants [NH2:1][C:2]1[C:14]([CH3:15])=[CH:13][C:12]([C:16]#[N:17])=[CH:11][C:3]=1[C:4]([O:6]CCOC)=O.[CH3:18][NH2:19], predict the reaction product. The product is: [NH2:1][C:2]1[C:14]([CH3:15])=[CH:13][C:12]([C:16]#[N:17])=[CH:11][C:3]=1[C:4]([NH:19][CH3:18])=[O:6]. (5) Given the reactants C(OC(=O)[N:7]([C:20]1[N:21]([C:30]2[CH:35]=[C:34]([CH:36]([CH3:38])[CH3:37])[C:33]([OH:39])=[CH:32][C:31]=2[OH:40])[N:22]=[N:23][C:24]=1[C:25](=[O:29])[NH:26][CH2:27][CH3:28])[C:8]1[CH:13]=[CH:12][C:11]([N:14]2[CH2:19][CH2:18][O:17][CH2:16][CH2:15]2)=[CH:10][CH:9]=1)(C)(C)C, predict the reaction product. The product is: [CH2:27]([NH:26][C:25]([C:24]1[N:23]=[N:22][N:21]([C:30]2[CH:35]=[C:34]([CH:36]([CH3:37])[CH3:38])[C:33]([OH:39])=[CH:32][C:31]=2[OH:40])[C:20]=1[NH:7][C:8]1[CH:13]=[CH:12][C:11]([N:14]2[CH2:15][CH2:16][O:17][CH2:18][CH2:19]2)=[CH:10][CH:9]=1)=[O:29])[CH3:28].